This data is from Reaction yield outcomes from USPTO patents with 853,638 reactions. The task is: Predict the reaction yield, written as a fraction of the theoretical maximum amount of product (1.0 means a 100% yield; for example, 0.34 means a 34% yield). (1) The reactants are [Cl:1][C:2]1[CH:3]=[C:4]2[CH:10]=[CH:9][NH:8][C:5]2=[N:6][CH:7]=1.Cl.[CH3:12][NH:13][CH3:14].[CH2:15]=O. The catalyst is C(O)(C)C. The product is [Cl:1][C:2]1[CH:3]=[C:4]2[C:10]([CH2:12][N:13]([CH3:15])[CH3:14])=[CH:9][NH:8][C:5]2=[N:6][CH:7]=1. The yield is 0.910. (2) No catalyst specified. The product is [C:15]([O:19][C:20]([N:22]1[CH2:30][CH2:29][CH2:28][CH:24]([C:25]([NH:1][C:2]2[S:6][C:5]([C:7]3[CH:12]=[CH:11][C:10]([Cl:13])=[CH:9][CH:8]=3)=[N:4][C:3]=2[CH3:14])=[O:26])[CH2:23]1)=[O:21])([CH3:18])([CH3:17])[CH3:16]. The reactants are [NH2:1][C:2]1[S:6][C:5]([C:7]2[CH:12]=[CH:11][C:10]([Cl:13])=[CH:9][CH:8]=2)=[N:4][C:3]=1[CH3:14].[C:15]([O:19][C:20]([N:22]1[CH2:30][CH2:29][CH2:28][CH:24]([C:25](O)=[O:26])[CH2:23]1)=[O:21])([CH3:18])([CH3:17])[CH3:16]. The yield is 0.300.